This data is from Catalyst prediction with 721,799 reactions and 888 catalyst types from USPTO. The task is: Predict which catalyst facilitates the given reaction. (1) Product: [CH:1](=[O:34])[CH2:2][CH2:3]/[CH:4]=[CH:5]\[CH2:6][CH2:7][CH2:8]/[CH:9]=[CH:10]\[CH2:11][CH3:12]. Reactant: [C:1](#N)[CH2:2][CH2:3]/[CH:4]=[CH:5]\[CH2:6][CH2:7][CH2:8]/[CH:9]=[CH:10]\[CH2:11][CH3:12].C1(C)C=CC=CC=1.CC(C[AlH]CC(C)C)C.Cl.C1C[O:34]CC1. The catalyst class is: 13. (2) Reactant: [CH2:1]([N:8]1[CH2:17][CH2:16][C:15]2[C:14](Cl)=[N:13][CH:12]=[N:11][C:10]=2[CH2:9]1)[C:2]1[CH:7]=[CH:6][CH:5]=[CH:4][CH:3]=1.[CH:19]1[C:28]2[C:23](=[CH:24][CH:25]=[CH:26][CH:27]=2)[CH:22]=[C:21]([C:29]2[CH:30]=[C:31]([CH:33]=[CH:34][C:35]=2[CH3:36])[NH2:32])[N:20]=1.CC1C=CC(S(O)(=O)=O)=CC=1. Product: [CH2:1]([N:8]1[CH2:17][CH2:16][C:15]2[C:14]([NH:32][C:31]3[CH:33]=[CH:34][C:35]([CH3:36])=[C:29]([C:21]4[N:20]=[CH:19][C:28]5[C:23]([CH:22]=4)=[CH:24][CH:25]=[CH:26][CH:27]=5)[CH:30]=3)=[N:13][CH:12]=[N:11][C:10]=2[CH2:9]1)[C:2]1[CH:7]=[CH:6][CH:5]=[CH:4][CH:3]=1. The catalyst class is: 32.